Dataset: Catalyst prediction with 721,799 reactions and 888 catalyst types from USPTO. Task: Predict which catalyst facilitates the given reaction. (1) Reactant: [NH2:1][NH2:2].[C:3]([NH:7][C:8]([C:10]1[S:14][C:13]2[CH2:15][C:16]([CH3:19])([CH3:18])[CH2:17][C:12]=2[C:11]=1[CH:20]=O)=[O:9])([CH3:6])([CH3:5])[CH3:4]. Product: [C:3]([NH:7][C:8]([C:10]1[S:14][C:13]2[CH2:15][C:16]([CH3:19])([CH3:18])[CH2:17][C:12]=2[C:11]=1[CH:20]=[N:1][NH2:2])=[O:9])([CH3:6])([CH3:5])[CH3:4]. The catalyst class is: 1. (2) Reactant: [Cl:1][C:2]1[CH:10]=[CH:9][C:5]([C:6]([OH:8])=O)=[CH:4][N:3]=1.[CH2:11]([N:13]([CH2:17][CH3:18])[CH2:14][CH2:15][NH2:16])[CH3:12].ON1C2C=CC=CC=2N=N1.Cl.CN(C)CCCN=C=NCC.C(N(C(C)C)CC)(C)C. Product: [Cl:1][C:2]1[CH:10]=[CH:9][C:5]([C:6]([NH:16][CH2:15][CH2:14][N:13]([CH2:17][CH3:18])[CH2:11][CH3:12])=[O:8])=[CH:4][N:3]=1. The catalyst class is: 18. (3) Reactant: [CH3:1][C:2]1[C:6]2[CH:7]=[CH:8][C:9]([O:11][CH3:12])=[CH:10][C:5]=2[S:4][C:3]=1[C:13]([O:15]C)=[O:14].[OH-].[Na+]. Product: [CH3:1][C:2]1[C:6]2[CH:7]=[CH:8][C:9]([O:11][CH3:12])=[CH:10][C:5]=2[S:4][C:3]=1[C:13]([OH:15])=[O:14]. The catalyst class is: 5. (4) Reactant: [Cl:1][C:2]1[S:6][C:5]([C:7]([NH:9][CH2:10][C:11]2[N:12]=[CH:13][N:14]([C:16]3[CH:21]=[CH:20][C:19](I)=[CH:18][CH:17]=3)[CH:15]=2)=[O:8])=[CH:4][CH:3]=1.[OH:23][C:24]1[CH:29]=[CH:28][CH:27]=[C:26]([CH3:30])[N:25]=1.OC1C=CC=C2C=1N=CC=C2.C([O-])([O-])=O.[K+].[K+]. Product: [Cl:1][C:2]1[S:6][C:5]([C:7]([NH:9][CH2:10][C:11]2[N:12]=[CH:13][N:14]([C:16]3[CH:21]=[CH:20][C:19]([N:25]4[C:26]([CH3:30])=[CH:27][CH:28]=[CH:29][C:24]4=[O:23])=[CH:18][CH:17]=3)[CH:15]=2)=[O:8])=[CH:4][CH:3]=1. The catalyst class is: 156. (5) Reactant: [N+:1]([C:4]1[CH:5]=[CH:6][C:7]([CH:10]=O)=[N:8][CH:9]=1)([O-:3])=[O:2].[NH:12]1[CH2:16][CH2:15][CH2:14][CH2:13]1.[Na].C(O)(=O)C. Product: [N+:1]([C:4]1[CH:5]=[CH:6][C:7]([CH2:10][N:12]2[CH2:16][CH2:15][CH2:14][CH2:13]2)=[N:8][CH:9]=1)([O-:3])=[O:2]. The catalyst class is: 26.